The task is: Predict the reactants needed to synthesize the given product.. This data is from Full USPTO retrosynthesis dataset with 1.9M reactions from patents (1976-2016). (1) Given the product [C:18]([C:22]1[CH:27]=[CH:26][C:25]([O:31][CH2:32][O:33][CH3:34])=[C:24]([C:2]2[N:7]=[CH:6][C:5]([C:8]([F:11])([F:10])[F:9])=[CH:4][N:3]=2)[CH:23]=1)([CH3:21])([CH3:19])[CH3:20], predict the reactants needed to synthesize it. The reactants are: Cl[C:2]1[N:7]=[CH:6][C:5]([C:8]([F:11])([F:10])[F:9])=[CH:4][N:3]=1.C(=O)([O-])[O-].[Na+].[Na+].[C:18]([C:22]1[CH:23]=[CH:24][C:25]([O:31][CH2:32][O:33][CH3:34])=[C:26](B(O)O)[CH:27]=1)([CH3:21])([CH3:20])[CH3:19]. (2) Given the product [CH2:1]([N:8]1[C:12]([CH2:13][CH2:14][NH2:15])=[CH:11][C:10]([CH3:26])=[N:9]1)[C:2]1[CH:3]=[CH:4][CH:5]=[CH:6][CH:7]=1, predict the reactants needed to synthesize it. The reactants are: [CH2:1]([N:8]1[C:12]([CH2:13][CH2:14][N:15]2C(=O)C3C(=CC=CC=3)C2=O)=[CH:11][C:10]([CH3:26])=[N:9]1)[C:2]1[CH:7]=[CH:6][CH:5]=[CH:4][CH:3]=1.NN.CO.C(Cl)Cl.